Dataset: Full USPTO retrosynthesis dataset with 1.9M reactions from patents (1976-2016). Task: Predict the reactants needed to synthesize the given product. (1) Given the product [CH2:16]([O:18][C:19]([N:21]1[CH2:22][CH2:23][N:24]([C:27](=[O:39])[C@@H:28]([NH:38][C:13]([C:9]2[CH:10]=[C:11]([OH:12])[N:7]([C:1]3[CH:2]=[CH:3][CH:4]=[CH:5][CH:6]=3)[N:8]=2)=[O:15])[CH2:29][CH2:30][C:31]([O:33][C:34]([CH3:36])([CH3:35])[CH3:37])=[O:32])[CH2:25][CH2:26]1)=[O:20])[CH3:17], predict the reactants needed to synthesize it. The reactants are: [C:1]1([N:7]2[C:11](=[O:12])[CH:10]=[C:9]([C:13]([OH:15])=O)[NH:8]2)[CH:6]=[CH:5][CH:4]=[CH:3][CH:2]=1.[CH2:16]([O:18][C:19]([N:21]1[CH2:26][CH2:25][N:24]([C:27](=[O:39])[C@@H:28]([NH2:38])[CH2:29][CH2:30][C:31]([O:33][C:34]([CH3:37])([CH3:36])[CH3:35])=[O:32])[CH2:23][CH2:22]1)=[O:20])[CH3:17].C(Cl)CCl. (2) Given the product [Cl:5][C:6]1[CH:22]=[CH:21][C:9]([O:10][C:11]2[CH:17]=[CH:16][C:14]([NH:15][NH2:1])=[CH:13][C:12]=2[N+:18]([O-:20])=[O:19])=[CH:8][CH:7]=1, predict the reactants needed to synthesize it. The reactants are: [N:1]([O-])=O.[Na+].[Cl:5][C:6]1[CH:22]=[CH:21][C:9]([O:10][C:11]2[CH:17]=[CH:16][C:14]([NH2:15])=[CH:13][C:12]=2[N+:18]([O-:20])=[O:19])=[CH:8][CH:7]=1.C(O)C.O.O.[Sn](Cl)Cl. (3) Given the product [O:30]=[C:29]1[N:28]2[CH2:31][C@@H:24]([CH2:25][CH2:26][C@H:27]2[C:32]([NH:34][NH:35][C:36]([C@@H:38]2[CH2:42][CH2:41][NH:40][CH2:39]2)=[O:37])=[O:33])[N:23]1[O:22][S:18]([OH:21])(=[O:20])=[O:19], predict the reactants needed to synthesize it. The reactants are: C([N+](CCCC)(CCCC)CCCC)CCC.[S:18]([O:22][N:23]1[C:29](=[O:30])[N:28]2[CH2:31][C@H:24]1[CH2:25][CH2:26][C@H:27]2[C:32]([NH:34][NH:35][C:36]([C@@H:38]1[CH2:42][CH2:41][N:40](C(OC(C)(C)C)=O)[CH2:39]1)=[O:37])=[O:33])([OH:21])(=[O:20])=[O:19].FC(F)(F)C(O)=O.C(OCC)C. (4) The reactants are: [CH3:1][C:2]1[O:3][C:4]2[C:9]([C:10](=[O:12])[CH:11]=1)=[CH:8][CH:7]=[CH:6][C:5]=2[CH:13]=[C:14]([C:18](=[O:20])[CH3:19])[C:15](=O)[CH3:16].[NH2:21][C:22]1[N:27]=[C:26]([OH:28])[CH:25]=[C:24]([NH2:29])[N:23]=1. Given the product [C:18]([C:14]1[CH:13]([C:5]2[CH:6]=[CH:7][CH:8]=[C:9]3[C:4]=2[O:3][C:2]([CH3:1])=[CH:11][C:10]3=[O:12])[C:25]2[C:26]([OH:28])=[N:27][C:22]([NH2:21])=[N:23][C:24]=2[NH:29][C:15]=1[CH3:16])(=[O:20])[CH3:19], predict the reactants needed to synthesize it. (5) Given the product [C:17]12([C:15]([O:14][CH:7]([C:8]3[CH:13]=[CH:12][CH:11]=[CH:10][CH:9]=3)[C:6]([F:27])([F:28])[C:4]([O-:5])=[O:3])=[O:16])[CH2:24][CH:23]3[CH2:25][CH:19]([CH2:20][CH:21]([CH2:22]3)[CH2:26]1)[CH2:18]2.[C:51]1([S+:44]([C:38]2[CH:39]=[CH:40][CH:41]=[CH:42][CH:43]=2)[C:45]2[CH:50]=[CH:49][CH:48]=[CH:47][CH:46]=2)[CH:52]=[CH:53][CH:54]=[CH:55][CH:56]=1, predict the reactants needed to synthesize it. The reactants are: C([O:3][C:4]([C:6]([F:28])([F:27])[CH:7]([O:14][C:15]([C:17]12[CH2:26][CH:21]3[CH2:22][CH:23]([CH2:25][CH:19]([CH2:20]3)[CH2:18]1)[CH2:24]2)=[O:16])[C:8]1[CH:13]=[CH:12][CH:11]=[CH:10][CH:9]=1)=[O:5])C.O1CCOCC1.[OH-].[Na+].[Cl-].[C:38]1([S+:44]([C:51]2[CH:56]=[CH:55][CH:54]=[CH:53][CH:52]=2)[C:45]2[CH:50]=[CH:49][CH:48]=[CH:47][CH:46]=2)[CH:43]=[CH:42][CH:41]=[CH:40][CH:39]=1. (6) Given the product [N+:10]([C:7]1[CH:6]=[C:5]2[C:4](=[CH:9][CH:8]=1)[C:1](=[O:2])[NH:16][C:14](=[O:15])[CH2:13]2)([O-:12])=[O:11], predict the reactants needed to synthesize it. The reactants are: [C:1]([C:4]1[CH:9]=[CH:8][C:7]([N+:10]([O-:12])=[O:11])=[CH:6][C:5]=1[CH2:13][C:14]([NH2:16])=[O:15])(O)=[O:2]. (7) Given the product [Br:29][C:27]1[CH:26]=[CH:25][C:24]([F:30])=[C:23]([C@:20]2([CH3:22])[CH:19]=[C:18]([C:51]([O:50][CH3:49])=[O:52])[S:17][C:16]([N:7]([C:6]([O:5][C:1]([CH3:2])([CH3:3])[CH3:4])=[O:31])[CH2:8][O:9][CH2:10][CH2:11][Si:12]([CH3:15])([CH3:14])[CH3:13])=[N:21]2)[CH:28]=1.[Br:29][C:27]1[CH:26]=[C:25]([C:40]([O:41][CH3:46])=[O:43])[C:24]([F:30])=[C:23]([C@:20]2([CH3:22])[CH:19]=[C:53]([C:51]([O:50][CH3:49])=[O:52])[S:17][C:16]([N:7]([C:6]([O:5][C:1]([CH3:3])([CH3:2])[CH3:4])=[O:31])[CH2:8][O:9][CH2:10][CH2:11][Si:12]([CH3:15])([CH3:13])[CH3:14])=[N:21]2)[CH:28]=1, predict the reactants needed to synthesize it. The reactants are: [C:1]([O:5][C:6](=[O:31])[N:7]([C:16]1[S:17][CH:18]=[CH:19][C@:20]([C:23]2[CH:28]=[C:27]([Br:29])[CH:26]=[CH:25][C:24]=2[F:30])([CH3:22])[N:21]=1)[CH2:8][O:9][CH2:10][CH2:11][Si:12]([CH3:15])([CH3:14])[CH3:13])([CH3:4])([CH3:3])[CH3:2].C([N-]C(C)C)(C)C.[Li+].[C:40](=[O:43])([O-])[O-:41].[K+].[K+].[CH3:46]I.C[CH2:49][O:50][C:51]([CH3:53])=[O:52]. (8) Given the product [NH2:12][CH2:11][C:9]([C:13]1[CH:14]=[CH:15][C:16]([NH:19][S:20]([CH3:23])(=[O:22])=[O:21])=[CH:17][CH:18]=1)([CH3:10])[CH2:8][C:6]1[CH:7]=[C:2]([Br:1])[CH:3]=[C:4]([C:26]([CH3:28])([CH3:29])[CH3:27])[C:5]=1[O:24][CH3:25], predict the reactants needed to synthesize it. The reactants are: [Br:1][C:2]1[CH:3]=[C:4]([C:26]([CH3:29])([CH3:28])[CH3:27])[C:5]([O:24][CH3:25])=[C:6]([CH2:8][C:9]([C:13]2[CH:18]=[CH:17][C:16]([NH:19][S:20]([CH3:23])(=[O:22])=[O:21])=[CH:15][CH:14]=2)([C:11]#[N:12])[CH3:10])[CH:7]=1.[NH4+].[OH-].